This data is from Full USPTO retrosynthesis dataset with 1.9M reactions from patents (1976-2016). The task is: Predict the reactants needed to synthesize the given product. (1) Given the product [CH3:1][CH:2]([C:7]1[CH:12]=[CH:11][CH:10]=[CH:9][C:8]=1[NH:13][C:14]([C:16]1[C:20]([C:21]([F:24])([F:23])[F:22])=[CH:19][N:18]([CH3:25])[CH:17]=1)=[S:27])[CH2:3][CH:4]([CH3:6])[CH3:5], predict the reactants needed to synthesize it. The reactants are: [CH3:1][CH:2]([C:7]1[CH:12]=[CH:11][CH:10]=[CH:9][C:8]=1[NH:13][C:14]([C:16]1[C:20]([C:21]([F:24])([F:23])[F:22])=[CH:19][N:18]([CH3:25])[CH:17]=1)=O)[CH2:3][CH:4]([CH3:6])[CH3:5].P12(SP3(SP(SP(S3)(S1)=S)(=S)S2)=S)=[S:27]. (2) Given the product [Cl:25][C:3]([C:6]1[CH:11]=[CH:10][C:9]([O:12][CH3:13])=[CH:8][CH:7]=1)([CH3:4])[C:2]([F:15])([F:14])[F:1], predict the reactants needed to synthesize it. The reactants are: [F:1][C:2]([F:15])([F:14])[C:3]([C:6]1[CH:11]=[CH:10][C:9]([O:12][CH3:13])=[CH:8][CH:7]=1)(O)[CH3:4].N1C=CC=CC=1.S(Cl)([Cl:25])(=O)=O. (3) Given the product [Br-:11].[CH2:1]([O:3][C:4]([CH2:5][CH2:6][CH2:7][CH2:8][CH2:9][CH2:10][P+:19]([C:20]1[CH:21]=[CH:22][CH:23]=[CH:24][CH:25]=1)([C:26]1[CH:31]=[CH:30][CH:29]=[CH:28][CH:27]=1)[C:16]1[CH:15]=[CH:14][CH:13]=[CH:18][CH:17]=1)=[O:12])[CH3:2], predict the reactants needed to synthesize it. The reactants are: [CH2:1]([O:3][C:4](=[O:12])[CH2:5][CH2:6][CH2:7][CH2:8][CH2:9][CH2:10][Br:11])[CH3:2].[CH:13]1[CH:18]=[CH:17][C:16]([P:19]([C:26]2[CH:31]=[CH:30][CH:29]=[CH:28][CH:27]=2)[C:20]2[CH:25]=[CH:24][CH:23]=[CH:22][CH:21]=2)=[CH:15][CH:14]=1. (4) Given the product [Br:1][C:2]1[CH:3]=[CH:4][C:5]([O:18][CH2:19][C:20]2[CH:25]=[CH:24][CH:23]=[CH:22][CH:21]=2)=[C:6]([CH2:8][N:9]2[C:13]([CH3:14])=[CH:12][C:11]([C:15]3[O:17][CH:31]=[CH:30][N:32]=3)=[N:10]2)[CH:7]=1, predict the reactants needed to synthesize it. The reactants are: [Br:1][C:2]1[CH:3]=[CH:4][C:5]([O:18][CH2:19][C:20]2[CH:25]=[CH:24][CH:23]=[CH:22][CH:21]=2)=[C:6]([CH2:8][N:9]2[C:13]([CH3:14])=[CH:12][C:11]([C:15]([OH:17])=O)=[N:10]2)[CH:7]=1.S(Cl)(Cl)=O.[CH2:30]([N:32](CC)CC)[CH3:31].C(OC(OCC)CN)C.C1(P(C2C=CC=CC=2)C2C=CC=CC=2)C=CC=CC=1.II. (5) Given the product [CH3:34][C@@H:35]([O:39][C:40]1[N:48]=[C:47]2[C:43]([N:44]=[C:45]([O:49][CH3:50])[N:46]2[CH2:16][CH2:17][CH:18]2[CH2:23][CH2:22][CH2:21][O:20][CH2:19]2)=[C:42]([NH2:51])[N:41]=1)[CH2:36][CH2:37][CH3:38], predict the reactants needed to synthesize it. The reactants are: C(NC1N=C2C(N=C(OC)N2C[CH2:16][CH2:17][CH2:18][CH:19]2[CH2:23][CH2:22][CH2:21][O:20]2)=C(N)N=1)CCC.FC(F)(F)C(O)=O.[CH3:34][C@@H:35]([O:39][C:40]1[NH:41][C:42]([NH2:51])=[C:43]2[C:47]([N:48]=1)=[N:46][C:45]([O:49][CH3:50])=[N:44]2)[CH2:36][CH2:37][CH3:38].BrCCC1CCCOC1.